Dataset: NCI-60 drug combinations with 297,098 pairs across 59 cell lines. Task: Regression. Given two drug SMILES strings and cell line genomic features, predict the synergy score measuring deviation from expected non-interaction effect. (1) Drug 1: CC1=C2C(C(=O)C3(C(CC4C(C3C(C(C2(C)C)(CC1OC(=O)C(C(C5=CC=CC=C5)NC(=O)OC(C)(C)C)O)O)OC(=O)C6=CC=CC=C6)(CO4)OC(=O)C)OC)C)OC. Drug 2: C#CCC(CC1=CN=C2C(=N1)C(=NC(=N2)N)N)C3=CC=C(C=C3)C(=O)NC(CCC(=O)O)C(=O)O. Cell line: MCF7. Synergy scores: CSS=33.1, Synergy_ZIP=0.757, Synergy_Bliss=0.879, Synergy_Loewe=-0.0982, Synergy_HSA=1.43. (2) Drug 2: CN(C(=O)NC(C=O)C(C(C(CO)O)O)O)N=O. Cell line: EKVX. Synergy scores: CSS=40.6, Synergy_ZIP=-3.38, Synergy_Bliss=-8.99, Synergy_Loewe=-45.2, Synergy_HSA=-7.63. Drug 1: CC1C(C(CC(O1)OC2CC(OC(C2O)C)OC3=CC4=CC5=C(C(=O)C(C(C5)C(C(=O)C(C(C)O)O)OC)OC6CC(C(C(O6)C)O)OC7CC(C(C(O7)C)O)OC8CC(C(C(O8)C)O)(C)O)C(=C4C(=C3C)O)O)O)O. (3) Drug 1: CC1=C(C(CCC1)(C)C)C=CC(=CC=CC(=CC(=O)O)C)C. Drug 2: CC12CCC3C(C1CCC2O)C(CC4=C3C=CC(=C4)O)CCCCCCCCCS(=O)CCCC(C(F)(F)F)(F)F. Cell line: HOP-62. Synergy scores: CSS=0.894, Synergy_ZIP=-1.47, Synergy_Bliss=-6.31, Synergy_Loewe=-6.13, Synergy_HSA=-6.05. (4) Drug 1: COC1=CC(=CC(=C1O)OC)C2C3C(COC3=O)C(C4=CC5=C(C=C24)OCO5)OC6C(C(C7C(O6)COC(O7)C8=CC=CS8)O)O. Drug 2: CC(C)CN1C=NC2=C1C3=CC=CC=C3N=C2N. Cell line: MALME-3M. Synergy scores: CSS=26.9, Synergy_ZIP=-6.35, Synergy_Bliss=0.216, Synergy_Loewe=-9.70, Synergy_HSA=-1.09. (5) Drug 1: CC(CN1CC(=O)NC(=O)C1)N2CC(=O)NC(=O)C2. Drug 2: CN(CC1=CN=C2C(=N1)C(=NC(=N2)N)N)C3=CC=C(C=C3)C(=O)NC(CCC(=O)O)C(=O)O. Cell line: LOX IMVI. Synergy scores: CSS=53.2, Synergy_ZIP=-3.34, Synergy_Bliss=-3.14, Synergy_Loewe=-1.80, Synergy_HSA=0.508. (6) Drug 1: CCCS(=O)(=O)NC1=C(C(=C(C=C1)F)C(=O)C2=CNC3=C2C=C(C=N3)C4=CC=C(C=C4)Cl)F. Drug 2: CN1CCC(CC1)COC2=C(C=C3C(=C2)N=CN=C3NC4=C(C=C(C=C4)Br)F)OC. Cell line: NCI-H460. Synergy scores: CSS=5.65, Synergy_ZIP=2.18, Synergy_Bliss=4.85, Synergy_Loewe=1.19, Synergy_HSA=3.17. (7) Drug 1: C1=CN(C(=O)N=C1N)C2C(C(C(O2)CO)O)O.Cl. Drug 2: CN1C2=C(C=C(C=C2)N(CCCl)CCCl)N=C1CCCC(=O)O.Cl. Cell line: SK-MEL-28. Synergy scores: CSS=35.9, Synergy_ZIP=-4.79, Synergy_Bliss=-1.97, Synergy_Loewe=-41.0, Synergy_HSA=-2.18.